Dataset: Forward reaction prediction with 1.9M reactions from USPTO patents (1976-2016). Task: Predict the product of the given reaction. (1) Given the reactants [Cl:1][C:2]1[C:3]([C:14](=[N:27][O:28][CH3:29])[CH2:15][N:16]2C(=O)C3=CC=CC=C3C2=O)=[N:4][CH:5]=[C:6]([O:8][CH2:9][C:10]([F:13])([F:12])[F:11])[CH:7]=1.O.NN.O, predict the reaction product. The product is: [CH3:29][O:28][N:27]=[C:14]([C:3]1[C:2]([Cl:1])=[CH:7][C:6]([O:8][CH2:9][C:10]([F:13])([F:11])[F:12])=[CH:5][N:4]=1)[CH2:15][NH2:16]. (2) Given the reactants [CH2:1]([C:3]1[CH:13]=[CH:12][C:6]([NH:7][CH2:8][CH:9]([CH3:11])[CH3:10])=[CH:5][CH:4]=1)[CH3:2].[CH:14]([C:16]1[CH:21]=[CH:20][C:19]([S:22](Cl)(=[O:24])=[O:23])=[CH:18][CH:17]=1)=[CH2:15], predict the reaction product. The product is: [CH2:1]([C:3]1[CH:13]=[CH:12][C:6]([N:7]([CH2:8][CH:9]([CH3:10])[CH3:11])[S:22]([C:19]2[CH:20]=[CH:21][C:16]([CH:14]=[CH2:15])=[CH:17][CH:18]=2)(=[O:24])=[O:23])=[CH:5][CH:4]=1)[CH3:2]. (3) Given the reactants [NH2:1][C:2]([C:8]1[CH:13]=[CH:12][C:11]([OH:14])=[CH:10][CH:9]=1)([CH3:7])[C:3]([O:5]C)=O.[C:15]([C:17]1[CH:22]=[CH:21][C:20]([N:23]=[C:24]=[O:25])=[CH:19][C:18]=1[C:26]([F:29])([F:28])[F:27])#[N:16], predict the reaction product. The product is: [O:25]=[C:24]1[NH:1][C:2]([C:8]2[CH:13]=[CH:12][C:11]([OH:14])=[CH:10][CH:9]=2)([CH3:7])[C:3](=[O:5])[N:23]1[C:20]1[CH:21]=[CH:22][C:17]([C:15]#[N:16])=[C:18]([C:26]([F:27])([F:28])[F:29])[CH:19]=1. (4) Given the reactants [CH3:1][O:2][CH:3]=[CH:4][C:5]([O:7][Si](C)(C)C)=[CH2:6].[C:12]([O:16][CH2:17][CH3:18])(=[O:15])C=O.O.FC(F)(F)C(O)=O, predict the reaction product. The product is: [CH2:17]([O:16][C:12]([CH:1]1[CH2:6][C:5](=[O:7])[CH:4]=[CH:3][O:2]1)=[O:15])[CH3:18]. (5) Given the reactants [CH3:1][O:2][CH:3]1[CH2:8][CH2:7][CH:6]([C:9](O)=[O:10])[CH2:5][CH2:4]1, predict the reaction product. The product is: [CH3:1][O:2][CH:3]1[CH2:8][CH2:7][CH:6]([CH2:9][OH:10])[CH2:5][CH2:4]1.